Dataset: Forward reaction prediction with 1.9M reactions from USPTO patents (1976-2016). Task: Predict the product of the given reaction. (1) Given the reactants [I:1][C:2]1[CH:3]=[CH:4][C:5]([O:11][CH:12]([CH3:14])[CH3:13])=[C:6]([CH:10]=1)[C:7]([OH:9])=O.[NH2:15][C@@H:16]([CH2:27][OH:28])[CH2:17][C:18]1[C:26]2[C:21](=[CH:22][CH:23]=[CH:24][CH:25]=2)[NH:20][CH:19]=1.CCN=C=NCCCN(C)C.C1C=C2N=NN(O)C2=CC=1.O, predict the reaction product. The product is: [OH:28][CH2:27][C@H:16]([NH:15][C:7](=[O:9])[C:6]1[CH:10]=[C:2]([I:1])[CH:3]=[CH:4][C:5]=1[O:11][CH:12]([CH3:14])[CH3:13])[CH2:17][C:18]1[C:26]2[C:21](=[CH:22][CH:23]=[CH:24][CH:25]=2)[NH:20][CH:19]=1. (2) The product is: [CH3:1][O:2][C:3](=[O:15])[C:4]([NH:5][C:6]([O:8][C:9]([CH3:11])([CH3:10])[CH3:12])=[O:7])=[CH2:13]. Given the reactants [CH3:1][O:2][C:3](=[O:15])[C@H:4]([CH2:13]O)[NH:5][C:6]([O:8][C:9]([CH3:12])([CH3:11])[CH3:10])=[O:7].CCN=C=NCCCN(C)C, predict the reaction product. (3) The product is: [ClH:1].[CH3:11][NH:10][O:9][CH2:2][C:3]1[CH:8]=[CH:7][CH:6]=[CH:5][CH:4]=1. Given the reactants [ClH:1].[CH2:2]([O:9][NH2:10])[C:3]1[CH:8]=[CH:7][CH:6]=[CH:5][CH:4]=1.[C:11](OC(OC(C)(C)C)=O)(OC(C)(C)C)=O.CN1CCOCC1.CI.[H-].[Na+], predict the reaction product. (4) Given the reactants C(O[C:4]([C:6]1[C:11](=[O:12])[N:10]([CH2:13][C:14]2[CH:19]=[CH:18][CH:17]=[CH:16][C:15]=2[C:20]([F:23])([F:22])[F:21])[N:9]2[CH:24]=[CH:25][CH:26]=[C:8]2[C:7]=1[OH:27])=[O:5])C.[NH2:28][CH2:29][C:30]([O-:32])=[O:31].[Na+], predict the reaction product. The product is: [F:23][C:20]([F:22])([F:21])[C:15]1[CH:16]=[CH:17][CH:18]=[CH:19][C:14]=1[CH2:13][N:10]1[C:11](=[O:12])[C:6]([C:4]([NH:28][CH2:29][C:30]([OH:32])=[O:31])=[O:5])=[C:7]([OH:27])[C:8]2=[CH:26][CH:25]=[CH:24][N:9]12. (5) Given the reactants [CH3:1][C@@H:2]1[N:8]([C:9]2[CH:14]=[CH:13][N:12]=[CH:11][CH:10]=2)[CH2:7][C:6]2[CH:15]=[CH:16][C:17]([C:19]([O:21]C)=O)=[CH:18][C:5]=2[O:4][CH2:3]1.[NH2:23][OH:24].[OH-].[Na+], predict the reaction product. The product is: [OH:24][NH:23][C:19]([C:17]1[CH:16]=[CH:15][C:6]2[CH2:7][N:8]([C:9]3[CH:14]=[CH:13][N:12]=[CH:11][CH:10]=3)[C@@H:2]([CH3:1])[CH2:3][O:4][C:5]=2[CH:18]=1)=[O:21].